Dataset: Forward reaction prediction with 1.9M reactions from USPTO patents (1976-2016). Task: Predict the product of the given reaction. Given the reactants [CH:1]1([CH2:7][CH:8]([C:16]([O:18][CH3:19])=[O:17])[CH2:9][C@@H:10](O)S([O-])(=O)=O)[CH2:6][CH2:5][CH2:4][CH2:3][CH2:2]1.[Na+].[OH-].[Na+].Cl.[NH2:24][C@H:25]1[C:34]([CH2:37][CH3:38])([CH2:35][CH3:36])[C:33]2[CH:32]=[C:31]([OH:39])[CH:30]=[CH:29][C:28]=2[CH2:27][C@@H:26]1[O:40][CH3:41].C(O[BH-](OC(=O)C)OC(=O)C)(=O)C.[Na+], predict the reaction product. The product is: [CH3:19][O:18][C:16](=[O:17])[C@@H:8]([CH2:7][CH:1]1[CH2:6][CH2:5][CH2:4][CH2:3][CH2:2]1)[CH2:9][CH2:10][NH:24][C@@H:25]1[C@@H:26]([O:40][CH3:41])[CH2:27][C:28]2[C:33](=[CH:32][C:31]([OH:39])=[CH:30][CH:29]=2)[C:34]1([CH2:37][CH3:38])[CH2:35][CH3:36].